From a dataset of Reaction yield outcomes from USPTO patents with 853,638 reactions. Predict the reaction yield, written as a fraction of the theoretical maximum amount of product (1.0 means a 100% yield; for example, 0.34 means a 34% yield). (1) The reactants are C(OC([N:8]1[CH2:17][CH2:16][C:15]2[C:10](=[CH:11][CH:12]=[C:13]([CH:18]([NH:20][C:21]([O:23][CH2:24][CH3:25])=[O:22])[CH3:19])[CH:14]=2)[CH2:9]1)=O)(C)(C)C.[C:26]([OH:32])([C:28]([F:31])([F:30])[F:29])=[O:27]. No catalyst specified. The product is [F:29][C:28]([F:31])([F:30])[C:26]([OH:32])=[O:27].[CH2:24]([O:23][C:21](=[O:22])[NH:20][CH:18]([C:13]1[CH:14]=[C:15]2[C:10](=[CH:11][CH:12]=1)[CH2:9][NH:8][CH2:17][CH2:16]2)[CH3:19])[CH3:25]. The yield is 0.400. (2) The reactants are Cl.[Cl:2][C:3]1[CH:23]=[CH:22][C:6]([O:7][C:8]2[CH:21]=[CH:20][C:11]([O:12][CH2:13][C@@H:14]3[CH2:19][CH2:18][CH2:17][CH2:16][NH:15]3)=[CH:10][CH:9]=2)=[CH:5][CH:4]=1.ClC[C:26]1[N:30]=[CH:29][O:28][N:27]=1.[C:31](=O)([O-])[O-].[K+].[K+]. The catalyst is CN(C=O)C. The product is [Cl:2][C:3]1[CH:23]=[CH:22][C:6]([O:7][C:8]2[CH:21]=[CH:20][C:11]([O:12][CH2:13][C@@H:14]3[CH2:19][CH2:18][CH2:17][CH2:16][N:15]3[CH2:31][C:29]3[O:28][N:27]=[CH:26][N:30]=3)=[CH:10][CH:9]=2)=[CH:5][CH:4]=1. The yield is 0.510.